From a dataset of Full USPTO retrosynthesis dataset with 1.9M reactions from patents (1976-2016). Predict the reactants needed to synthesize the given product. (1) Given the product [O:7]1[C:8]2=[N:9][CH:10]=[CH:11][CH:12]=[C:13]2[CH:4]([NH2:1])[CH2:5][CH2:6]1, predict the reactants needed to synthesize it. The reactants are: [N:1]([CH:4]1[C:13]2[C:8](=[N:9][CH:10]=[CH:11][CH:12]=2)[O:7][CH2:6][CH2:5]1)=[N+]=[N-]. (2) The reactants are: [CH3:1][O:2][CH2:3][CH2:4][CH:5]1[CH2:10][NH:9][CH2:8][CH2:7][NH:6]1.[C:11](Cl)([C:24]1[CH:29]=[CH:28][CH:27]=[CH:26][CH:25]=1)([C:18]1[CH:23]=[CH:22][CH:21]=[CH:20][CH:19]=1)[C:12]1[CH:17]=[CH:16][CH:15]=[CH:14][CH:13]=1.C(N(CC)CC)C. Given the product [CH3:1][O:2][CH2:3][CH2:4][CH:5]1[NH:6][CH2:7][CH2:8][N:9]([C:11]([C:12]2[CH:17]=[CH:16][CH:15]=[CH:14][CH:13]=2)([C:24]2[CH:25]=[CH:26][CH:27]=[CH:28][CH:29]=2)[C:18]2[CH:19]=[CH:20][CH:21]=[CH:22][CH:23]=2)[CH2:10]1, predict the reactants needed to synthesize it. (3) Given the product [NH2:26][C:25]([NH:27][C:28]1[S:29][CH:30]=[C:31]([C:33]([NH:1][C:2]2[CH:3]=[CH:4][C:5]3[N:6]([CH2:15][CH3:16])[C:7]4[C:12]([C:13]=3[CH:14]=2)=[CH:11][CH:10]=[CH:9][CH:8]=4)=[O:34])[N:32]=1)=[NH:24], predict the reactants needed to synthesize it. The reactants are: [NH2:1][C:2]1[CH:3]=[CH:4][C:5]2[N:6]([CH2:15][CH3:16])[C:7]3[C:12]([C:13]=2[CH:14]=1)=[CH:11][CH:10]=[CH:9][CH:8]=3.C(OC([NH:24][C:25]([NH:27][C:28]1[S:29][CH:30]=[C:31]([C:33](O)=[O:34])[N:32]=1)=[NH:26])=O)(C)(C)C.F[B-](F)(F)F.N1(OC(N(C)C)=[N+](C)C)C2C=CC=CC=2N=N1.C(N(CC)C(C)C)(C)C. (4) The reactants are: [NH2:1][C:2]1[C:3]([C:9]([OH:11])=[O:10])=[N:4][C:5]([Cl:8])=[CH:6][N:7]=1.C(N(CC)CC)C.F[P-](F)(F)(F)(F)F.[C:26]([N+:30]1O[C:32]([CH3:35])=[CH:33][CH:34]=1)([CH3:29])([CH3:28])[CH3:27].CN(C=[O:40])C. Given the product [NH2:1][C:2]1[C:3]([C:9]([O:11][C:32]([CH3:35])=[CH:33][C:34](=[O:40])[NH:30][C:26]([CH3:29])([CH3:28])[CH3:27])=[O:10])=[N:4][C:5]([Cl:8])=[CH:6][N:7]=1, predict the reactants needed to synthesize it.